From a dataset of Forward reaction prediction with 1.9M reactions from USPTO patents (1976-2016). Predict the product of the given reaction. (1) Given the reactants [NH:1]1[CH2:5][CH2:4][CH:3]([CH2:6][O:7][C:8]2[C:9]([C:14]([O:16][CH2:17][CH3:18])=[O:15])=[N:10][CH:11]=[CH:12][CH:13]=2)[CH2:2]1.[F:19][C:20]([F:31])([F:30])[C@H:21]1[CH2:26][CH2:25][C@H:24]([C:27](O)=[O:28])[CH2:23][CH2:22]1.N1C2C(=CC=CC=2)C=C1C(O)=O, predict the reaction product. The product is: [F:19][C:20]([F:30])([F:31])[C@H:21]1[CH2:22][CH2:23][C@H:24]([C:27]([N:1]2[CH2:5][CH2:4][CH:3]([CH2:6][O:7][C:8]3[C:9]([C:14]([O:16][CH2:17][CH3:18])=[O:15])=[N:10][CH:11]=[CH:12][CH:13]=3)[CH2:2]2)=[O:28])[CH2:25][CH2:26]1. (2) Given the reactants [C:1]([C:3]1[CH:4]=[C:5]([OH:9])[CH:6]=[CH:7][CH:8]=1)#[N:2].O[C@@H:11]1[CH2:16][CH2:15][C@H:14]([C:17]([O:19][CH3:20])=[O:18])[CH2:13][CH2:12]1.C(C=P(CCCC)(CCCC)CCCC)#N, predict the reaction product. The product is: [C:1]([C:3]1[CH:4]=[C:5]([CH:6]=[CH:7][CH:8]=1)[O:9][C@H:11]1[CH2:16][CH2:15][C@H:14]([C:17]([O:19][CH3:20])=[O:18])[CH2:13][CH2:12]1)#[N:2]. (3) Given the reactants [F:1][C:2]1[CH:11]=[CH:10][C:5]([C:6]([NH:8][CH3:9])=O)=[CH:4][CH:3]=1.B(F)(F)F.CCOCC.S(C)C.Cl, predict the reaction product. The product is: [F:1][C:2]1[CH:11]=[CH:10][C:5]([CH2:6][NH:8][CH3:9])=[CH:4][CH:3]=1. (4) Given the reactants [N+:1]([C:4]1[CH:22]=[CH:21][C:7]([CH2:8][C:9]2[S:13][C:12]([NH2:14])=[N:11][C:10]=2[C:15]2[CH:20]=[CH:19][CH:18]=[CH:17][CH:16]=2)=[CH:6][CH:5]=1)([O-:3])=[O:2].[CH3:23][O:24][C:25]1[CH:26]=[C:27]([CH:31]=[CH:32][C:33]=1[O:34][CH3:35])[C:28](Cl)=[O:29], predict the reaction product. The product is: [CH3:23][O:24][C:25]1[CH:26]=[C:27]([CH:31]=[CH:32][C:33]=1[O:34][CH3:35])[C:28]([NH:14][C:12]1[S:13][C:9]([CH2:8][C:7]2[CH:21]=[CH:22][C:4]([N+:1]([O-:3])=[O:2])=[CH:5][CH:6]=2)=[C:10]([C:15]2[CH:20]=[CH:19][CH:18]=[CH:17][CH:16]=2)[N:11]=1)=[O:29]. (5) Given the reactants [Cl:1][C:2]1[CH:9]=[CH:8][CH:7]=[C:6]([Cl:10])[C:3]=1[CH2:4]Br.[OH:11][C:12]1[CH:16]=[C:15]([N:17]2[C:21]3[CH:22]=[N:23][CH:24]=[CH:25][C:20]=3[N:19]=[CH:18]2)[S:14][C:13]=1[C:26]([O:28][CH3:29])=[O:27].C(=O)([O-])[O-].[K+].[K+], predict the reaction product. The product is: [Cl:1][C:2]1[CH:9]=[CH:8][CH:7]=[C:6]([Cl:10])[C:3]=1[CH2:4][O:11][C:12]1[CH:16]=[C:15]([N:17]2[C:21]3[CH:22]=[N:23][CH:24]=[CH:25][C:20]=3[N:19]=[CH:18]2)[S:14][C:13]=1[C:26]([O:28][CH3:29])=[O:27]. (6) The product is: [C:17](=[S:18])([O:19][CH2:20][CH3:21])[S:22][C:6]1[CH:8]=[CH:9][C:3]([Cl:2])=[C:4]([N+:10]([O-:12])=[O:11])[CH:5]=1. Given the reactants Cl.[Cl:2][C:3]1[CH:9]=[CH:8][C:6](N)=[CH:5][C:4]=1[N+:10]([O-:12])=[O:11].N([O-])=O.[Na+].[C:17](=[S:22])([O:19][CH2:20][CH3:21])[S-:18].[K+], predict the reaction product.